Dataset: Reaction yield outcomes from USPTO patents with 853,638 reactions. Task: Predict the reaction yield, written as a fraction of the theoretical maximum amount of product (1.0 means a 100% yield; for example, 0.34 means a 34% yield). (1) The reactants are [CH3:1][N:2]([S:15]([C:18]1[CH:23]=[CH:22][C:21]([O:24][CH2:25][C:26]2[C:35]3[C:30](=[CH:31][CH:32]=[CH:33][CH:34]=3)[N:29]=[C:28]([CH3:36])[CH:27]=2)=[CH:20][CH:19]=1)(=[O:17])=[O:16])[C@H:3]1[CH2:7][CH2:6][CH2:5][C@H:4]1[C:8]([O:10]C(C)(C)C)=[O:9].FC(F)(F)C(O)=O. No catalyst specified. The product is [CH3:1][N:2]([S:15]([C:18]1[CH:19]=[CH:20][C:21]([O:24][CH2:25][C:26]2[C:35]3[C:30](=[CH:31][CH:32]=[CH:33][CH:34]=3)[N:29]=[C:28]([CH3:36])[CH:27]=2)=[CH:22][CH:23]=1)(=[O:17])=[O:16])[C@H:3]1[CH2:7][CH2:6][CH2:5][C@H:4]1[C:8]([OH:10])=[O:9]. The yield is 1.00. (2) The reactants are Br[C:2]1[C:3]([F:19])=[CH:4][C:5]2[O:11][CH2:10][CH2:9][N:8]3[CH:12]=[C:13]([C:15]([NH2:17])=[O:16])[N:14]=[C:7]3[C:6]=2[CH:18]=1.[NH:20]1[CH:24]=[C:23]([C:25]([OH:29])([C:27]#[CH:28])[CH3:26])[CH:22]=[N:21]1. No catalyst specified. The product is [F:19][C:3]1[C:2]([C:28]#[C:27][C:25]([OH:29])([C:23]2[CH:24]=[N:20][NH:21][CH:22]=2)[CH3:26])=[CH:18][C:6]2[C:7]3[N:8]([CH:12]=[C:13]([C:15]([NH2:17])=[O:16])[N:14]=3)[CH2:9][CH2:10][O:11][C:5]=2[CH:4]=1. The yield is 0.190.